From a dataset of Forward reaction prediction with 1.9M reactions from USPTO patents (1976-2016). Predict the product of the given reaction. Given the reactants C([BH-](CC)CC)C.[Li+].[F:9][C:10]1[CH:15]=[C:14]([F:16])[C:13]([CH2:17][NH:18][CH2:19][C:20]([F:23])([F:22])[F:21])=[CH:12][C:11]=1[C@:24]12[CH2:33][O:32][C@@H:31]([CH2:34]F)[CH2:30][C@H:29]1[CH2:28][S:27][C:26]([NH:36][C:37](=[O:44])[C:38]1[CH:43]=[CH:42][CH:41]=[CH:40][CH:39]=1)=[N:25]2, predict the reaction product. The product is: [F:9][C:10]1[CH:15]=[C:14]([F:16])[C:13]([CH2:17][NH:18][CH2:19][C:20]([F:23])([F:22])[F:21])=[CH:12][C:11]=1[C@:24]12[CH2:33][O:32][C@@H:31]([CH3:34])[CH2:30][C@H:29]1[CH2:28][S:27][C:26]([NH:36][C:37](=[O:44])[C:38]1[CH:39]=[CH:40][CH:41]=[CH:42][CH:43]=1)=[N:25]2.